This data is from Catalyst prediction with 721,799 reactions and 888 catalyst types from USPTO. The task is: Predict which catalyst facilitates the given reaction. (1) Reactant: [F:1][C:2]1[CH:8]=[CH:7][C:5]([NH2:6])=[CH:4][CH:3]=1.C[Al](C)C.[O:13]1[C@@H:23]2[C:14]31[C@H:19]([CH2:20][CH2:21][CH2:22]2)[CH2:18][O:17][CH2:16][CH2:15]3.[OH-].[Na+]. Product: [F:1][C:2]1[CH:8]=[CH:7][C:5]([NH:6][C@@H:23]2[CH2:22][CH2:21][CH2:20][C@@H:19]3[C@:14]2([OH:13])[CH2:15][CH2:16][O:17][CH2:18]3)=[CH:4][CH:3]=1. The catalyst class is: 34. (2) Reactant: [Br:1][C:2]1[CH:3]=[N:4][C:5](Cl)=[N:6][CH:7]=1.[NH:9]1[CH2:12][CH2:11][CH2:10]1.C(=O)([O-])[O-].[K+].[K+]. Product: [N:9]1([C:5]2[N:4]=[CH:3][C:2]([Br:1])=[CH:7][N:6]=2)[CH2:12][CH2:11][CH2:10]1. The catalyst class is: 35. (3) The catalyst class is: 7. Reactant: [CH3:1][O:2][C:3]1[CH:4]=[C:5]([CH:10]=[C:11]2[O:16][CH2:15][CH2:14][O:13][C:12]=12)[C:6]([O:8]C)=[O:7].[OH-].[Li+]. Product: [CH3:1][O:2][C:3]1[CH:4]=[C:5]([CH:10]=[C:11]2[O:16][CH2:15][CH2:14][O:13][C:12]=12)[C:6]([OH:8])=[O:7]. (4) The catalyst class is: 7. Reactant: [H-].[Na+].[Cl:3][C:4]([Cl:9])([Cl:8])[CH:5]([OH:7])[CH3:6].Cl[C:11]1[CH:16]=[C:15](Cl)[N:14]=[CH:13][N:12]=1.[CH2:18]([OH:22])[C:19]#[C:20][CH3:21].[Cl-].[NH4+]. Product: [CH2:18]([O:22][C:11]1[CH:16]=[C:15]([O:7][CH:5]([CH3:6])[C:4]([Cl:9])([Cl:8])[Cl:3])[N:14]=[CH:13][N:12]=1)[C:19]#[C:20][CH3:21]. (5) Reactant: Cl[C:2]1[CH:3]=[CH:4][C:5]2[N:6]([C:8]([C:11]3[CH:16]=[CH:15][CH:14]=[C:13]([O:17][C:18]([F:21])([F:20])[F:19])[CH:12]=3)=[CH:9][N:10]=2)[N:7]=1.[NH2:22][CH2:23][CH:24]1[CH2:29][CH2:28][O:27][CH2:26][CH2:25]1.C(OC(C)(C)C)(C)(C)C.[Na].C1C=CC(P(C2C(C3C(P(C4C=CC=CC=4)C4C=CC=CC=4)=CC=C4C=3C=CC=C4)=C3C(C=CC=C3)=CC=2)C2C=CC=CC=2)=CC=1. Product: [O:27]1[CH2:28][CH2:29][CH:24]([CH2:23][NH:22][C:2]2[CH:3]=[CH:4][C:5]3[N:6]([C:8]([C:11]4[CH:16]=[CH:15][CH:14]=[C:13]([O:17][C:18]([F:21])([F:20])[F:19])[CH:12]=4)=[CH:9][N:10]=3)[N:7]=2)[CH2:25][CH2:26]1. The catalyst class is: 187. (6) Reactant: [C:1]([C:4]1[S:12][C:11]2[C:10]([N:13]3[CH2:18][CH2:17][CH:16]([CH2:19][NH:20]C(=O)OC(C)(C)C)[CH2:15][CH2:14]3)=[N:9][CH:8]=[N:7][C:6]=2[CH:5]=1)(=[O:3])[NH2:2].Cl. Product: [NH2:20][CH2:19][CH:16]1[CH2:17][CH2:18][N:13]([C:10]2[C:11]3[S:12][C:4]([C:1]([NH2:2])=[O:3])=[CH:5][C:6]=3[N:7]=[CH:8][N:9]=2)[CH2:14][CH2:15]1. The catalyst class is: 20. (7) Reactant: [F:1][CH:2]([F:19])[O:3][C:4]1[CH:10]=[C:9]([N:11]2[CH:15]=[C:14]([CH3:16])[N:13]=[CH:12]2)[C:7]([NH2:8])=[C:6]([O:17][CH3:18])[CH:5]=1.[N:20]([O-])=O.[Na+]. Product: [F:19][CH:2]([F:1])[O:3][C:4]1[CH:5]=[C:6]([O:17][CH3:18])[C:7]2[N:8]=[N:20][C:15]3=[C:14]([CH3:16])[N:13]=[CH:12][N:11]3[C:9]=2[CH:10]=1. The catalyst class is: 86. (8) Reactant: [OH:1][C@H:2]1[CH2:19][CH2:18][C@@:17]2([CH3:20])[C@@H:4]([CH2:5][CH2:6][C@:7]3([CH3:44])[C@@H:16]2[CH2:15][CH2:14][C@H:13]2[C@@:8]3([CH3:43])[CH2:9][CH2:10][C@@:11]3([C:28]([N:30]4[CH2:35][CH2:34][N:33]([CH2:36][CH2:37][O:38][CH2:39][CH2:40][O:41][CH3:42])[CH2:32][CH2:31]4)=[O:29])[CH2:23][CH2:22][C@@H:21]([C:24]4([CH3:27])[CH2:26][CH2:25]4)[C@@H:12]32)[C:3]1([CH3:46])[CH3:45].[CH3:47][C:48]1([CH3:55])[CH2:53][C:52](=[O:54])[O:51][C:49]1=[O:50].C1(C)C=CC=CC=1. Product: [CH3:42][O:41][CH2:40][CH2:39][O:38][CH2:37][CH2:36][N:33]1[CH2:32][CH2:31][N:30]([C:28]([C@:11]23[CH2:23][CH2:22][C@@H:21]([C:24]4([CH3:27])[CH2:26][CH2:25]4)[C@@H:12]2[C@@H:13]2[C@@:8]([CH3:43])([CH2:9][CH2:10]3)[C@@:7]3([CH3:44])[C@@H:16]([C@:17]4([CH3:20])[C@@H:4]([CH2:5][CH2:6]3)[C:3]([CH3:46])([CH3:45])[C@@H:2]([O:1][C:52](=[O:54])[CH2:53][C:48]([CH3:55])([CH3:47])[C:49]([OH:51])=[O:50])[CH2:19][CH2:18]4)[CH2:15][CH2:14]2)=[O:29])[CH2:35][CH2:34]1. The catalyst class is: 4.